Dataset: Catalyst prediction with 721,799 reactions and 888 catalyst types from USPTO. Task: Predict which catalyst facilitates the given reaction. (1) Reactant: [F:1][C:2]1[C:7]2[O:8][CH2:9][CH2:10][N:11]([C:12]3[CH:19]=[CH:18][C:17]([C:20]([F:23])([F:22])[F:21])=[CH:16][C:13]=3[C:14]#[N:15])[C:6]=2[CH:5]=[CH:4][CH:3]=1.[Cl:24][S:25](O)(=[O:27])=[O:26]. Product: [C:14]([C:13]1[CH:16]=[C:17]([C:20]([F:23])([F:21])[F:22])[CH:18]=[CH:19][C:12]=1[N:11]1[CH2:10][CH2:9][O:8][C:7]2[C:2]([F:1])=[C:3]([S:25]([Cl:24])(=[O:27])=[O:26])[CH:4]=[CH:5][C:6]1=2)#[N:15]. The catalyst class is: 2. (2) Reactant: [OH-:1].[K+].[Br:3][C:4]1[C:5]([C:15]2[CH:20]=[CH:19][C:18]([F:21])=[CH:17][CH:16]=2)=[N:6][C:7]([O:12][CH2:13][CH3:14])=[C:8]([CH:11]=1)[C:9]#N.C1C[O:25][CH2:24][CH2:23]1. Product: [Br:3][C:4]1[C:5]([C:15]2[CH:20]=[CH:19][C:18]([F:21])=[CH:17][CH:16]=2)=[N:6][C:7]([O:12][CH2:13][CH3:14])=[C:8]([CH:11]=1)[C:9]([O:25][CH2:24][CH3:23])=[O:1]. The catalyst class is: 8. (3) Reactant: [NH2:1][CH2:2][C:3]([C:5]1[CH:6]=[C:7]([CH:12]=[CH:13][CH:14]=1)[C:8]([O:10][CH3:11])=[O:9])=[O:4].N1C=CC=CC=1.[CH:21]([C:24]1[CH:32]=[CH:31][C:27]([C:28](Cl)=[O:29])=[CH:26][CH:25]=1)([CH3:23])[CH3:22]. Product: [CH:21]([C:24]1[CH:25]=[CH:26][C:27]([C:28]([NH:1][CH2:2][C:3]([C:5]2[CH:6]=[C:7]([CH:12]=[CH:13][CH:14]=2)[C:8]([O:10][CH3:11])=[O:9])=[O:4])=[O:29])=[CH:31][CH:32]=1)([CH3:23])[CH3:22]. The catalyst class is: 1. (4) Reactant: [CH3:1][O:2][CH2:3][CH2:4][NH2:5].[F:6][C:7]1[C:8]2[O:33][N:32]=[C:31]([C:34]3[CH:39]=[CH:38][N:37]=[C:36](S(C)(=O)=O)[N:35]=3)[C:9]=2[CH:10]=[C:11]2[C:24]=1[N:23]1[CH2:25][C@@H:26]([CH3:30])[O:27][C@@H:28]([CH3:29])[C@@H:22]1[C:13]1([C:18](=[O:19])[NH:17][C:16](=[O:20])[NH:15][C:14]1=[O:21])[CH2:12]2.CS(C)=O.O(C(N)C)C. Product: [F:6][C:7]1[C:8]2[O:33][N:32]=[C:31]([C:34]3[CH:39]=[CH:38][N:37]=[C:36]([NH:5][CH2:4][CH2:3][O:2][CH3:1])[N:35]=3)[C:9]=2[CH:10]=[C:11]2[C:24]=1[N:23]1[CH2:25][C@@H:26]([CH3:30])[O:27][C@@H:28]([CH3:29])[C@@H:22]1[C:13]1([C:18](=[O:19])[NH:17][C:16](=[O:20])[NH:15][C:14]1=[O:21])[CH2:12]2. The catalyst class is: 1. (5) Reactant: NS(N)(=O)=O.Cl[CH2:7][CH2:8][CH2:9][S:10]([N:13]1[CH2:18][CH2:17][CH:16]([C:19]2[C:27]3[C:22](=[C:23]([C:33]([NH2:35])=[O:34])[CH:24]=[C:25]([C:28]4[S:29][CH:30]=[CH:31][CH:32]=4)[CH:26]=3)[NH:21][CH:20]=2)[CH2:15][CH2:14]1)(=[O:12])=[O:11].[CH:36]1([NH2:41])[CH2:40][CH2:39][CH2:38][CH2:37]1.C([O-])([O-])=O.[K+].[K+].[Na+].[I-]. Product: [CH:36]1([NH:41][CH2:7][CH2:8][CH2:9][S:10]([N:13]2[CH2:18][CH2:17][CH:16]([C:19]3[C:27]4[C:22](=[C:23]([C:33]([NH2:35])=[O:34])[CH:24]=[C:25]([C:28]5[S:29][CH:30]=[CH:31][CH:32]=5)[CH:26]=4)[NH:21][CH:20]=3)[CH2:15][CH2:14]2)(=[O:12])=[O:11])[CH2:40][CH2:39][CH2:38][CH2:37]1. The catalyst class is: 3. (6) Reactant: [Cl-].C(C[P+](C)(C)C)#N.C[Si]([N-][Si](C)(C)C)(C)C.[K+].[F:19][C:20]1[CH:27]=[CH:26][C:23]([CH2:24]O)=[CH:22][CH:21]=1.[F:28][C:29]1([F:57])[CH2:34][CH2:33][N:32]([C:35]([C:37]2[NH:38][C:39]3[C:44]([CH:45]=2)=[CH:43][C:42]([C:46]([N:48]2[CH2:53][CH2:52][N:51]([CH:54]([CH3:56])[CH3:55])[CH2:50][CH2:49]2)=[O:47])=[CH:41][CH:40]=3)=[O:36])[CH2:31][CH2:30]1. Product: [F:57][C:29]1([F:28])[CH2:34][CH2:33][N:32]([C:35]([C:37]2[N:38]([CH2:24][C:23]3[CH:26]=[CH:27][C:20]([F:19])=[CH:21][CH:22]=3)[C:39]3[C:44]([CH:45]=2)=[CH:43][C:42]([C:46]([N:48]2[CH2:49][CH2:50][N:51]([CH:54]([CH3:55])[CH3:56])[CH2:52][CH2:53]2)=[O:47])=[CH:41][CH:40]=3)=[O:36])[CH2:31][CH2:30]1. The catalyst class is: 11. (7) Reactant: [CH2:1]([O:8][C:9]1[CH:10]=[N:11][CH:12]=[C:13]([CH:18]=1)[C:14]([O:16]C)=[O:15])[C:2]1[CH:7]=[CH:6][CH:5]=[CH:4][CH:3]=1.C1COCC1.[OH-].[Na+:25]. Product: [CH2:1]([O:8][C:9]1[CH:10]=[N:11][CH:12]=[C:13]([CH:18]=1)[C:14]([O-:16])=[O:15])[C:2]1[CH:3]=[CH:4][CH:5]=[CH:6][CH:7]=1.[Na+:25]. The catalyst class is: 5. (8) Product: [F:1][C:2]1[CH:3]=[C:4]([S:8]([C:11]2[CH:12]=[N:13][C:14]3[C:19]([CH:20]=2)=[CH:18][CH:17]=[CH:16][C:15]=3[NH2:21])(=[O:9])=[O:10])[CH:5]=[CH:6][CH:7]=1. The catalyst class is: 180. Reactant: [F:1][C:2]1[CH:3]=[C:4]([S:8]([C:11]2[CH:12]=[N:13][C:14]3[C:19]([CH:20]=2)=[CH:18][CH:17]=[CH:16][C:15]=3[N+:21]([O-])=O)(=[O:10])=[O:9])[CH:5]=[CH:6][CH:7]=1. (9) The catalyst class is: 27. Reactant: [Cl:1][C:2]1[N:7]=[CH:6][C:5]([CH2:8][N:9]2[C:13]([CH3:14])=[C:12]([C:15]3[CH:20]=[CH:19][C:18]([C:21]#[N:22])=[CH:17][CH:16]=3)[C:11]([C:23]#[N:24])=[C:10]2[CH2:25][CH3:26])=[CH:4][C:3]=1[CH2:27][OH:28].O1CCCC1.O.[C:35]1([S:41]([OH:44])(=[O:43])=[O:42])[CH:40]=[CH:39][CH:38]=[CH:37][CH:36]=1. Product: [C:35]1([S:41]([OH:44])(=[O:43])=[O:42])[CH:40]=[CH:39][CH:38]=[CH:37][CH:36]=1.[Cl:1][C:2]1[N:7]=[CH:6][C:5]([CH2:8][N:9]2[C:13]([CH3:14])=[C:12]([C:15]3[CH:20]=[CH:19][C:18]([C:21]#[N:22])=[CH:17][CH:16]=3)[C:11]([C:23]#[N:24])=[C:10]2[CH2:25][CH3:26])=[CH:4][C:3]=1[CH2:27][OH:28]. (10) Reactant: [N:1]1[CH:6]=[CH:5][CH:4]=[CH:3][C:2]=1[CH:7]=[CH:8][C:9]1[C:17]2[C:12](=[CH:13][C:14]([NH:18][C:19]3[CH:27]=[CH:26][CH:25]=[CH:24][C:20]=3[C:21](O)=[O:22])=[CH:15][CH:16]=2)[NH:11][N:10]=1.[CH3:28][O:29][C:30]1[CH:37]=[CH:36][CH:35]=[CH:34][C:31]=1[CH2:32][NH2:33].C(N(CC)CC)C.CN(C(ON1N=NC2C=CC=NC1=2)=[N+](C)C)C.F[P-](F)(F)(F)(F)F. Product: [CH3:28][O:29][C:30]1[CH:37]=[CH:36][CH:35]=[CH:34][C:31]=1[CH2:32][NH:33][C:21](=[O:22])[C:20]1[CH:24]=[CH:25][CH:26]=[CH:27][C:19]=1[NH:18][C:14]1[CH:13]=[C:12]2[C:17]([C:9](/[CH:8]=[CH:7]/[C:2]3[CH:3]=[CH:4][CH:5]=[CH:6][N:1]=3)=[N:10][NH:11]2)=[CH:16][CH:15]=1. The catalyst class is: 3.